This data is from Catalyst prediction with 721,799 reactions and 888 catalyst types from USPTO. The task is: Predict which catalyst facilitates the given reaction. Reactant: [C:1]([N:5]1[C:9]2[N:10]=[CH:11][N:12]=[CH:13][C:8]=2[C:7](I)=[CH:6]1)([CH3:4])([CH3:3])[CH3:2].[Li]CCCC.CON(C)[C:23]([C:25]1[CH:30]=[C:29]([Cl:31])[CH:28]=[CH:27][N:26]=1)=[O:24]. Product: [C:1]([N:5]1[C:9]2[N:10]=[CH:11][N:12]=[CH:13][C:8]=2[C:7]([C:23]([C:25]2[CH:30]=[C:29]([Cl:31])[CH:28]=[CH:27][N:26]=2)=[O:24])=[CH:6]1)([CH3:4])([CH3:3])[CH3:2]. The catalyst class is: 28.